This data is from NCI-60 drug combinations with 297,098 pairs across 59 cell lines. The task is: Regression. Given two drug SMILES strings and cell line genomic features, predict the synergy score measuring deviation from expected non-interaction effect. (1) Drug 1: CCC1=C2CN3C(=CC4=C(C3=O)COC(=O)C4(CC)O)C2=NC5=C1C=C(C=C5)O. Drug 2: CC1CCC2CC(C(=CC=CC=CC(CC(C(=O)C(C(C(=CC(C(=O)CC(OC(=O)C3CCCCN3C(=O)C(=O)C1(O2)O)C(C)CC4CCC(C(C4)OC)OCCO)C)C)O)OC)C)C)C)OC. Cell line: OVCAR-4. Synergy scores: CSS=5.54, Synergy_ZIP=-4.13, Synergy_Bliss=-2.82, Synergy_Loewe=-1.42, Synergy_HSA=-1.03. (2) Drug 1: C1CC(=O)NC(=O)C1N2CC3=C(C2=O)C=CC=C3N. Drug 2: CN(CC1=CN=C2C(=N1)C(=NC(=N2)N)N)C3=CC=C(C=C3)C(=O)NC(CCC(=O)O)C(=O)O. Cell line: OVCAR-8. Synergy scores: CSS=21.8, Synergy_ZIP=-5.02, Synergy_Bliss=-2.56, Synergy_Loewe=-16.5, Synergy_HSA=-0.124.